Dataset: Peptide-MHC class II binding affinity with 134,281 pairs from IEDB. Task: Regression. Given a peptide amino acid sequence and an MHC pseudo amino acid sequence, predict their binding affinity value. This is MHC class II binding data. (1) The peptide sequence is EDPEDSALLEDP. The MHC is DRB1_0405 with pseudo-sequence DRB1_0405. The binding affinity (normalized) is 0. (2) The peptide sequence is EDHWASRENSGGGVE. The MHC is DRB4_0103 with pseudo-sequence DRB4_0103. The binding affinity (normalized) is 0.323. (3) The peptide sequence is FLIYITELLKKLQST. The MHC is HLA-DQA10101-DQB10501 with pseudo-sequence HLA-DQA10101-DQB10501. The binding affinity (normalized) is 0.217. (4) The peptide sequence is AAGTYVAADAAAAST. The MHC is HLA-DQA10501-DQB10201 with pseudo-sequence HLA-DQA10501-DQB10201. The binding affinity (normalized) is 0.613.